This data is from Full USPTO retrosynthesis dataset with 1.9M reactions from patents (1976-2016). The task is: Predict the reactants needed to synthesize the given product. (1) Given the product [CH3:26][C:27]1([CH3:46])[C:35]2[C:30](=[CH:31][CH:32]=[C:33]([C:36]3[CH:41]=[CH:40][C:39]([C:42]([F:45])([F:43])[F:44])=[CH:38][CH:37]=3)[CH:34]=2)[N:29]([S:2]([C:5]2[CH:10]=[CH:9][C:8]([N:11]([CH3:18])[CH2:12][C:13]([O:15][CH2:16][CH3:17])=[O:14])=[CH:7][CH:6]=2)(=[O:4])=[O:3])[CH2:28]1, predict the reactants needed to synthesize it. The reactants are: Cl[S:2]([C:5]1[CH:10]=[CH:9][C:8]([N:11]([CH3:18])[CH2:12][C:13]([O:15][CH2:16][CH3:17])=[O:14])=[CH:7][CH:6]=1)(=[O:4])=[O:3].C(N(CC)CC)C.[CH3:26][C:27]1([CH3:46])[C:35]2[C:30](=[CH:31][CH:32]=[C:33]([C:36]3[CH:41]=[CH:40][C:39]([C:42]([F:45])([F:44])[F:43])=[CH:38][CH:37]=3)[CH:34]=2)[NH:29][CH2:28]1.O. (2) Given the product [N:12]1([CH2:17][CH2:18][CH2:19][NH:20][C:21]([C:23]2[NH:24][C:25]([CH:29]=[C:5]3[C:4]4[C:8](=[CH:9][CH:10]=[C:2]([Br:1])[CH:3]=4)[NH:7][C:6]3=[O:11])=[C:26]([CH3:28])[CH:27]=2)=[O:22])[CH2:13][CH2:14][CH2:15][CH2:16]1, predict the reactants needed to synthesize it. The reactants are: [Br:1][C:2]1[CH:3]=[C:4]2[C:8](=[CH:9][CH:10]=1)[NH:7][C:6](=[O:11])[CH2:5]2.[N:12]1([CH2:17][CH2:18][CH2:19][NH:20][C:21]([C:23]2[NH:24][C:25]([CH:29]=O)=[C:26]([CH3:28])[CH:27]=2)=[O:22])[CH2:16][CH2:15][CH2:14][CH2:13]1. (3) Given the product [Br:8][C:5]1[CH:4]=[N:3][C:2]([S:11][CH2:9][CH3:10])=[CH:7][N:6]=1, predict the reactants needed to synthesize it. The reactants are: Br[C:2]1[CH:7]=[N:6][C:5]([Br:8])=[CH:4][N:3]=1.[CH2:9]([S-:11])[CH3:10].[Na+]. (4) Given the product [O:17]([C:18]1[CH:19]=[CH:20][C:21]([C:1](=[O:6])[CH2:2][CH2:3][CH3:4])=[CH:22][CH:23]=1)[C:11]1[CH:16]=[CH:15][CH:14]=[CH:13][CH:12]=1, predict the reactants needed to synthesize it. The reactants are: [C:1]([OH:6])(=O)[CH2:2][CH2:3][CH3:4].P(Cl)(Cl)Cl.[C:11]1([O:17][C:18]2[CH:23]=[CH:22][CH:21]=[CH:20][CH:19]=2)[CH:16]=[CH:15][CH:14]=[CH:13][CH:12]=1.[Al+3].[Cl-].[Cl-].[Cl-]. (5) Given the product [C:1]1([C:42]2[CH:47]=[CH:46][CH:45]=[CH:44][CH:43]=2)[CH:6]=[CH:5][CH:4]=[CH:3][C:2]=1[NH:7][C:8]([O:10][CH:11]1[CH2:16][CH2:15][N:14]([CH2:17][CH2:18][N:19]([CH3:41])[C:20](=[O:40])[CH2:21][CH2:22][CH2:23][CH2:24][CH2:25][N:26]([CH3:50])[C:27]2[CH:28]=[C:29]([CH:37]=[CH:38][CH:39]=2)[C:30]([O:32][C:33]([CH3:34])([CH3:35])[CH3:36])=[O:31])[CH2:13][CH2:12]1)=[O:9], predict the reactants needed to synthesize it. The reactants are: [C:1]1([C:42]2[CH:47]=[CH:46][CH:45]=[CH:44][CH:43]=2)[CH:6]=[CH:5][CH:4]=[CH:3][C:2]=1[NH:7][C:8]([O:10][CH:11]1[CH2:16][CH2:15][N:14]([CH2:17][CH2:18][N:19]([CH3:41])[C:20](=[O:40])[CH2:21][CH2:22][CH2:23][CH2:24][CH2:25][NH:26][C:27]2[CH:28]=[C:29]([CH:37]=[CH:38][CH:39]=2)[C:30]([O:32][C:33]([CH3:36])([CH3:35])[CH3:34])=[O:31])[CH2:13][CH2:12]1)=[O:9].C=O.[C:50](O[BH-](OC(=O)C)OC(=O)C)(=O)C.[Na+].C(=O)([O-])O.[Na+]. (6) Given the product [CH2:1]([N:8]([CH3:26])[C@@H:9]1[CH2:14][CH2:13][N:12]([CH2:15][CH2:16][C:17]2[CH:22]=[CH:21][C:20]([F:23])=[CH:19][CH:18]=2)[CH2:11][C@H:10]1[CH2:24][O:25][S:35]([CH3:34])(=[O:37])=[O:36])[C:2]1[CH:7]=[CH:6][CH:5]=[CH:4][CH:3]=1, predict the reactants needed to synthesize it. The reactants are: [CH2:1]([N:8]([CH3:26])[CH:9]1[CH2:14][CH2:13][N:12]([CH2:15][CH2:16][C:17]2[CH:22]=[CH:21][C:20]([F:23])=[CH:19][CH:18]=2)[CH2:11][CH:10]1[CH2:24][OH:25])[C:2]1[CH:7]=[CH:6][CH:5]=[CH:4][CH:3]=1.C(N(CC)CC)C.[CH3:34][S:35](Cl)(=[O:37])=[O:36]. (7) Given the product [OH:8][C:4]1[CH:3]=[C:2]([NH:1][C:9](=[O:11])[CH3:10])[CH:7]=[CH:6][CH:5]=1, predict the reactants needed to synthesize it. The reactants are: [NH2:1][C:2]1[CH:3]=[C:4]([OH:8])[CH:5]=[CH:6][CH:7]=1.[C:9](Cl)(=[O:11])[CH3:10]. (8) Given the product [CH3:15][C@H:16]1[CH2:21][CH2:20][CH2:19][N:18]([C:12]([C:11]2[N:7]([C:1]3[CH:2]=[CH:3][CH:4]=[CH:5][CH:6]=3)[N:8]=[CH:9][CH:10]=2)=[O:14])[C@H:17]1[CH2:22][NH:23][C:24]1[CH:29]=[CH:28][C:27]([C:30]([F:33])([F:31])[F:32])=[CH:26][N:25]=1, predict the reactants needed to synthesize it. The reactants are: [C:1]1([N:7]2[C:11]([C:12]([OH:14])=O)=[CH:10][CH:9]=[N:8]2)[CH:6]=[CH:5][CH:4]=[CH:3][CH:2]=1.[CH3:15][C@H:16]1[CH2:21][CH2:20][CH2:19][NH:18][C@H:17]1[CH2:22][NH:23][C:24]1[CH:29]=[CH:28][C:27]([C:30]([F:33])([F:32])[F:31])=[CH:26][N:25]=1. (9) Given the product [CH2:1]([O:3][C:4](=[O:23])[CH2:5][C:6]1[N:7]=[C:8]([NH:11][C:12](=[O:22])[CH:13]([O:38][C:35]2[CH:36]=[CH:37][C:32]([O:31][CH3:30])=[CH:33][CH:34]=2)[CH2:14][CH:15]2[CH2:20][CH2:19][CH2:18][CH2:17][CH2:16]2)[S:9][CH:10]=1)[CH3:2], predict the reactants needed to synthesize it. The reactants are: [CH2:1]([O:3][C:4](=[O:23])[CH2:5][C:6]1[N:7]=[C:8]([NH:11][C:12](=[O:22])[CH:13](Br)[CH2:14][CH:15]2[CH2:20][CH2:19][CH2:18][CH2:17][CH2:16]2)[S:9][CH:10]=1)[CH3:2].C(=O)([O-])[O-].[K+].[K+].[CH3:30][O:31][C:32]1[CH:37]=[CH:36][C:35]([OH:38])=[CH:34][CH:33]=1.O. (10) Given the product [C:1]([O:5][C:6]([N:8]1[CH2:9][CH2:10][N:11]([C:14](=[O:30])[C:15]2[CH:20]=[CH:19][C:18]([N:21]3[C@H:25]([CH2:26][O:27][CH2:31][CH3:32])[CH2:24][O:23][C:22]3=[O:28])=[CH:17][C:16]=2[F:29])[CH2:12][CH2:13]1)=[O:7])([CH3:4])([CH3:2])[CH3:3], predict the reactants needed to synthesize it. The reactants are: [C:1]([O:5][C:6]([N:8]1[CH2:13][CH2:12][N:11]([C:14](=[O:30])[C:15]2[CH:20]=[CH:19][C:18]([N:21]3[C@H:25]([CH2:26][OH:27])[CH2:24][O:23][C:22]3=[O:28])=[CH:17][C:16]=2[F:29])[CH2:10][CH2:9]1)=[O:7])([CH3:4])([CH3:3])[CH3:2].[CH2:31](I)[CH3:32].